This data is from Forward reaction prediction with 1.9M reactions from USPTO patents (1976-2016). The task is: Predict the product of the given reaction. (1) Given the reactants [C:1]([O:6]CCO)(=[O:5])[C:2]([CH3:4])=[CH2:3].C([C:14]1C=C(C)C=C(C(C)(C)C)[C:15]=1[OH:25])(C)(C)C.[O:26]=[C:27]=[N:28]C1CC(C)(C)CC(C)(CN=C=O)C1.C([O-])(=O)CCCCCCCCCCC.C([O-])(=O)CCCCCCCCCCC.C([Sn+2]CCCC)CCC, predict the reaction product. The product is: [C:1]([OH:6])(=[O:5])[C:2]([CH3:4])=[CH2:3].[NH2:28][C:27]([O:25][CH2:15][CH3:14])=[O:26]. (2) Given the reactants [NH2:1][CH:2]([C:6]1[CH:11]=[CH:10][CH:9]=[C:8]([C:12]([F:15])([F:14])[F:13])[CH:7]=1)[CH2:3][CH2:4][OH:5].[C:16](O[C:16]([O:18][C:19]([CH3:22])([CH3:21])[CH3:20])=[O:17])([O:18][C:19]([CH3:22])([CH3:21])[CH3:20])=[O:17], predict the reaction product. The product is: [OH:5][CH2:4][CH2:3][CH:2]([NH:1][C:16](=[O:17])[O:18][C:19]([CH3:22])([CH3:21])[CH3:20])[C:6]1[CH:11]=[CH:10][CH:9]=[C:8]([C:12]([F:13])([F:14])[F:15])[CH:7]=1. (3) Given the reactants [F:1][C:2]1[CH:7]=[C:6]([CH3:8])[C:5]([S:9][CH2:10][C:11]([F:14])([F:13])[F:12])=[CH:4][C:3]=1[N:15]1[C:20](=[O:21])[N:19]([CH3:22])[C:18](=[O:23])[CH:17]=[N:16]1.[OH:24]OS([O-])=O.[K+], predict the reaction product. The product is: [F:1][C:2]1[CH:7]=[C:6]([CH3:8])[C:5]([S:9]([CH2:10][C:11]([F:13])([F:14])[F:12])=[O:24])=[CH:4][C:3]=1[N:15]1[C:20](=[O:21])[N:19]([CH3:22])[C:18](=[O:23])[CH:17]=[N:16]1. (4) Given the reactants [CH2:1]([OH:4])[CH2:2][OH:3].[H-].[Na+].[Br:7][C:8]1[CH:9]=[CH:10][C:11]2[C:12]3[N:20]=[C:19]([Cl:21])[N:18]=[C:17](Cl)[C:13]=3[NH:14][C:15]=2[CH:16]=1, predict the reaction product. The product is: [Br:7][C:8]1[CH:9]=[CH:10][C:11]2[C:12]3[N:20]=[C:19]([Cl:21])[N:18]=[C:17]([O:3][CH2:2][CH2:1][OH:4])[C:13]=3[NH:14][C:15]=2[CH:16]=1.